Task: Predict which catalyst facilitates the given reaction.. Dataset: Catalyst prediction with 721,799 reactions and 888 catalyst types from USPTO (1) Reactant: [CH2:1]([O:5][C:6]1[N:14]=[C:13]2[C:9]([NH:10][C:11](=[O:19])[N:12]2[CH2:15][CH2:16][CH2:17]Br)=[C:8]([NH2:20])[N:7]=1)[CH2:2][CH2:3][CH3:4].C(=O)([O-])[O-].[K+].[K+].[CH3:27][C:28]1[CH:40]=[CH:39][C:31]([CH2:32][N:33]2[CH2:38][CH2:37][NH:36][CH2:35][CH2:34]2)=[CH:30][CH:29]=1. Product: [CH2:1]([O:5][C:6]1[N:14]=[C:13]2[C:9]([NH:10][C:11](=[O:19])[N:12]2[CH2:15][CH2:16][CH2:17][N:36]2[CH2:37][CH2:38][N:33]([CH2:32][C:31]3[CH:39]=[CH:40][C:28]([CH3:27])=[CH:29][CH:30]=3)[CH2:34][CH2:35]2)=[C:8]([NH2:20])[N:7]=1)[CH2:2][CH2:3][CH3:4]. The catalyst class is: 3. (2) Reactant: C[Si](C)(C(C)(C)C)[O:3][CH2:4][C:5]1[CH:24]=[CH:23][C:8]2[N:9]([CH2:14][C:15]3[CH:20]=[CH:19][C:18]([O:21][CH3:22])=[CH:17][CH:16]=3)[C:10](=[O:13])[CH2:11][O:12][C:7]=2[CH:6]=1.[F-].C([N+](CCCC)(CCCC)CCCC)CCC. Product: [OH:3][CH2:4][C:5]1[CH:24]=[CH:23][C:8]2[N:9]([CH2:14][C:15]3[CH:20]=[CH:19][C:18]([O:21][CH3:22])=[CH:17][CH:16]=3)[C:10](=[O:13])[CH2:11][O:12][C:7]=2[CH:6]=1. The catalyst class is: 7. (3) Reactant: C(O[C:6]([N:8](C)[C:9]1[CH:10]=[C:11]2[N:17]([C:18](=[O:30])[C:19]3[C:24]([C:25]([F:28])([F:27])[F:26])=[CH:23][CH:22]=[CH:21][C:20]=3[Cl:29])[N:16]=[C:15]([C:31]3[CH:39]=[CH:38][C:34]([C:35]([OH:37])=[O:36])=[CH:33][C:32]=3[F:40])[C:12]2=[N:13][CH:14]=1)=O)(C)(C)C.Cl.[OH-].[Na+]. Product: [Cl:29][C:20]1[CH:21]=[CH:22][CH:23]=[C:24]([C:25]([F:26])([F:28])[F:27])[C:19]=1[C:18]([N:17]1[C:11]2[C:12](=[N:13][CH:14]=[C:9]([NH:8][CH3:6])[CH:10]=2)[C:15]([C:31]2[CH:39]=[CH:38][C:34]([C:35]([OH:37])=[O:36])=[CH:33][C:32]=2[F:40])=[N:16]1)=[O:30]. The catalyst class is: 1. (4) Reactant: [OH:1][C:2](=[C:5]1[C:10](=[O:11])[O:9][C:8]([CH3:13])([CH3:12])OC1=O)[CH2:3][CH3:4].[CH3:15]C(O)(C)C. Product: [O:1]=[C:2]([CH2:3][CH3:4])[CH2:5][C:10]([O:9][C:8]([CH3:12])([CH3:13])[CH3:15])=[O:11]. The catalyst class is: 48. (5) Reactant: [C:1]([N:4]1[CH2:9][CH2:8][C:7]2[N:10]([CH:14]([CH3:20])[C:15](OCC)=[O:16])[N:11]=[C:12]([Br:13])[C:6]=2[CH2:5]1)(=[O:3])[CH3:2].[BH4-].[Na+]. Product: [Br:13][C:12]1[C:6]2[CH2:5][N:4]([C:1](=[O:3])[CH3:2])[CH2:9][CH2:8][C:7]=2[N:10]([CH:14]([CH3:20])[CH2:15][OH:16])[N:11]=1. The catalyst class is: 5. (6) Product: [O:29]1[CH:33]=[CH:32][CH:31]=[C:30]1[Li:34].[O:35]1[CH:39]=[CH:38][CH:37]=[C:36]1[C:26]([CH:21]1[CH2:20][CH:19]2[CH2:25][CH:23]([CH2:24][N:17]([C:15]([O:14][C:10]([CH3:11])([CH3:12])[CH3:13])=[O:16])[CH2:18]2)[CH2:22]1)=[O:27]. Reactant: Cl.CNOC.C[Al](C)C.[C:10]([O:14][C:15]([N:17]1[CH2:24][CH:23]2[CH2:25][CH:19]([CH2:20][CH:21]([C:26]([O-])=[O:27])[CH2:22]2)[CH2:18]1)=[O:16])([CH3:13])([CH3:12])[CH3:11].[O:29]1[CH:33]=[CH:32][CH:31]=[C:30]1[Li:34].[O:35]1[CH:39]=[CH:38][CH:37]=[CH:36]1.[Li]CCCC. The catalyst class is: 1. (7) Reactant: O=C1C2C(=CC=CC=2)C(=O)[N:3]1[CH2:12][CH2:13][CH2:14][O:15][C:16]1[CH:23]=[CH:22][C:19]([C:20]#[N:21])=[CH:18][CH:17]=1.O.NN.O. Product: [NH2:3][CH2:12][CH2:13][CH2:14][O:15][C:16]1[CH:23]=[CH:22][C:19]([C:20]#[N:21])=[CH:18][CH:17]=1. The catalyst class is: 5. (8) Reactant: Cl[CH2:2][C:3]([C:5]1[NH:6][C:7]2[C:12]([CH:13]=1)=[CH:11][CH:10]=[CH:9][C:8]=2[N:14]([CH3:23])[S:15]([C:18]1[S:19][CH:20]=[CH:21][CH:22]=1)(=[O:17])=[O:16])=O.[CH3:24][NH:25][C:26]([NH2:28])=[S:27].CN(C)C(=O)C. The catalyst class is: 13. Product: [CH3:23][N:14]([C:8]1[CH:9]=[CH:10][CH:11]=[C:12]2[C:7]=1[NH:6][C:5]([C:3]1[N:28]=[C:26]([NH:25][CH3:24])[S:27][CH:2]=1)=[CH:13]2)[S:15]([C:18]1[S:19][CH:20]=[CH:21][CH:22]=1)(=[O:17])=[O:16]. (9) Reactant: [CH3:1][O:2][C:3]1[CH:8]=[CH:7][C:6]([CH2:9][N:10]2[C:19]3[C:14](=[CH:15][CH:16]=[CH:17][CH:18]=3)[C:13](=S)[C:12]([C:21](OCC)=[O:22])=[CH:11]2)=[CH:5][CH:4]=1.Cl.[F:27][C:28]1[CH:33]=[CH:32][CH:31]=[CH:30][C:29]=1[NH:34][NH2:35].C(=O)([O-])[O-].[K+].[K+].NN.C(=O)(O)[O-].[Na+]. Product: [F:27][C:28]1[CH:33]=[CH:32][CH:31]=[CH:30][C:29]=1[N:34]1[C:21](=[O:22])[C:12]2=[CH:11][N:10]([CH2:9][C:6]3[CH:7]=[CH:8][C:3]([O:2][CH3:1])=[CH:4][CH:5]=3)[C:19]3[CH:18]=[CH:17][CH:16]=[CH:15][C:14]=3[C:13]2=[N:35]1. The catalyst class is: 8. (10) Reactant: [S-:1][C:2]#[N:3].[K+].[Cl:5][C:6]1[N:11]=[CH:10][C:9]([NH2:12])=[CH:8][CH:7]=1.BrBr.O. Product: [Cl:5][C:6]1[N:11]=[C:10]2[S:1][C:2]([NH2:3])=[N:12][C:9]2=[CH:8][CH:7]=1. The catalyst class is: 15.